Dataset: Forward reaction prediction with 1.9M reactions from USPTO patents (1976-2016). Task: Predict the product of the given reaction. (1) The product is: [OH:31][C:23]1[C:24]([CH:28]([OH:30])[CH3:29])=[CH:25][CH:26]=[CH:27][C:22]=1[NH:21][C:20]1[C:17](=[O:16])[C:18](=[O:33])[C:19]=1[NH:13][CH:7]([C:5]1[O:6][C:2]([CH3:1])=[CH:3][CH:4]=1)[C:8]1([CH3:12])[CH2:9][O:10][CH2:11]1. Given the reactants [CH3:1][C:2]1[O:6][C:5]([CH:7]([NH2:13])[C:8]2([CH3:12])[CH2:11][O:10][CH2:9]2)=[CH:4][CH:3]=1.C([O:16][C:17]1[C:18](=[O:33])[C:19](=O)[C:20]=1[NH:21][C:22]1[CH:27]=[CH:26][CH:25]=[C:24]([CH:28]([OH:30])[CH3:29])[C:23]=1[OH:31])C, predict the reaction product. (2) Given the reactants C(O[C:6](=[O:47])[C:7]1[CH:12]=[C:11]([C:13]2[CH:18]=[C:17]([S:19][CH2:20][CH2:21][C:22](=[O:43])[NH:23][C@H:24]([C:35]([N:37]3[CH2:42][CH2:41][O:40][CH2:39][CH2:38]3)=[O:36])[CH2:25][CH2:26][NH:27]C(OC(C)(C)C)=O)[N:16]=[C:15]([NH2:44])[N:14]=2)[C:10]([CH3:45])=[CH:9][C:8]=1[CH3:46])(C)(C)C.FC(F)(F)C(O)=O.F[P-](F)(F)(F)(F)F.N1(OC(N(C)C)=[N+](C)C)C2N=CC=CC=2N=N1.C(N(C(C)C)CC)(C)C, predict the reaction product. The product is: [NH2:44][C:15]1[N:14]=[C:13]2[CH:18]=[C:17]([N:16]=1)[S:19][CH2:20][CH2:21][C:22](=[O:43])[NH:23][C@H:24]([C:35]([N:37]1[CH2:38][CH2:39][O:40][CH2:41][CH2:42]1)=[O:36])[CH2:25][CH2:26][NH:27][C:6](=[O:47])[C:7]1=[CH:12][C:11]2=[C:10]([CH3:45])[CH:9]=[C:8]1[CH3:46]. (3) Given the reactants [N:1]([CH2:4][CH2:5][CH2:6][S:7][C:8]1[N:9]=[CH:10][N:11]2[CH:15]=[CH:14][S:13][C:12]=12)=[N+]=[N-].Cl.[H][H], predict the reaction product. The product is: [NH2:1][CH2:4][CH2:5][CH2:6][S:7][C:8]1[N:9]=[CH:10][N:11]2[CH:15]=[CH:14][S:13][C:12]=12. (4) The product is: [CH:22]1([NH:23][C:24]([NH:15][C:13]2[CH:12]=[N:11][C:10]([C:16]3[CH:21]=[CH:20][N:19]=[CH:18][CH:17]=3)=[C:9]([C:4]3[CH:5]=[CH:6][CH:7]=[CH:8][N:3]=3)[N:14]=2)=[O:25])[CH2:6][CH2:5][CH2:4][CH2:9]1. Given the reactants [H-].[Na+].[N:3]1[CH:8]=[CH:7][CH:6]=[CH:5][C:4]=1[C:9]1[N:14]=[C:13]([NH2:15])[CH:12]=[N:11][C:10]=1[C:16]1[CH:21]=[CH:20][N:19]=[CH:18][CH:17]=1.[CH3:22][N:23](C)[CH:24]=[O:25], predict the reaction product. (5) Given the reactants [N+:1]([C:4]1[CH:5]=[C:6]([CH:33]=[CH:34][CH:35]=1)[CH2:7][N:8]1[CH2:32][CH2:31][C:11]2([N:15]([C:16]3[CH:21]=[CH:20][CH:19]=[C:18]([F:22])[CH:17]=3)[C:14](=[O:23])[N:13]=[C:12]2[NH:24][CH:25]2[CH2:30][CH2:29][CH2:28][CH2:27][CH2:26]2)[CH2:10][CH2:9]1)([O-])=O, predict the reaction product. The product is: [NH2:1][C:4]1[CH:5]=[C:6]([CH:33]=[CH:34][CH:35]=1)[CH2:7][N:8]1[CH2:32][CH2:31][C:11]2([N:15]([C:16]3[CH:21]=[CH:20][CH:19]=[C:18]([F:22])[CH:17]=3)[C:14](=[O:23])[N:13]=[C:12]2[NH:24][CH:25]2[CH2:26][CH2:27][CH2:28][CH2:29][CH2:30]2)[CH2:10][CH2:9]1. (6) Given the reactants [Cl:1][C:2]1[CH:32]=[CH:31][C:5]([O:6][CH2:7][CH2:8][CH:9]([N:17]=[C:18]([C:25]2[CH:30]=[CH:29][CH:28]=[CH:27][CH:26]=2)[C:19]2[CH:24]=[CH:23][CH:22]=[CH:21][CH:20]=2)[C:10]([O:12][C:13]([CH3:16])([CH3:15])[CH3:14])=[O:11])=[CH:4][CH:3]=1.C[Si]([N-][Si](C)(C)C)(C)C.[Na+].I[CH2:44][CH2:45][CH2:46][CH2:47][B:48]1[O:52][C:51]([CH3:54])([CH3:53])[C:50]([CH3:56])([CH3:55])[O:49]1.O, predict the reaction product. The product is: [Cl:1][C:2]1[CH:32]=[CH:31][C:5]([O:6][CH2:7][CH2:8][C:9]([N:17]=[C:18]([C:25]2[CH:30]=[CH:29][CH:28]=[CH:27][CH:26]=2)[C:19]2[CH:24]=[CH:23][CH:22]=[CH:21][CH:20]=2)([CH2:44][CH2:45][CH2:46][CH2:47][B:48]2[O:52][C:51]([CH3:54])([CH3:53])[C:50]([CH3:55])([CH3:56])[O:49]2)[C:10]([O:12][C:13]([CH3:16])([CH3:15])[CH3:14])=[O:11])=[CH:4][CH:3]=1. (7) Given the reactants [OH:1][C:2]1[CH:7]=[C:6]([N+:8]([O-:10])=[O:9])[CH:5]=[CH:4][C:3]=1[NH:11][C:12](=[O:14])[CH3:13].C(=O)([O-])[O-].[K+].[K+].CN(C)C=O.[CH3:26][O:27][CH2:28][CH2:29]Br, predict the reaction product. The product is: [CH3:26][O:27][CH2:28][CH2:29][O:1][C:2]1[CH:7]=[C:6]([N+:8]([O-:10])=[O:9])[CH:5]=[CH:4][C:3]=1[NH:11][C:12](=[O:14])[CH3:13]. (8) Given the reactants [CH2:1]([O:8][C:9]([N:11]1[CH2:15][CH2:14][CH:13]([CH2:16][OH:17])[CH2:12]1)=[O:10])[C:2]1[CH:7]=[CH:6][CH:5]=[CH:4][CH:3]=1.C(N(CC)CC)C.[C:25]1([CH3:35])[CH:30]=[CH:29][C:28]([S:31](Cl)(=[O:33])=[O:32])=[CH:27][CH:26]=1, predict the reaction product. The product is: [CH2:1]([O:8][C:9]([N:11]1[CH2:15][CH2:14][CH:13]([CH2:16][O:17][S:31]([C:28]2[CH:29]=[CH:30][C:25]([CH3:35])=[CH:26][CH:27]=2)(=[O:33])=[O:32])[CH2:12]1)=[O:10])[C:2]1[CH:7]=[CH:6][CH:5]=[CH:4][CH:3]=1. (9) Given the reactants C([N:8]1[CH2:27][CH2:26][C:11]2[N:12]=[CH:13][N:14]=[C:15]([NH:16][C@@H:17]([C:19]3[CH:24]=[CH:23][C:22]([Cl:25])=[CH:21][CH:20]=3)[CH3:18])[C:10]=2[CH2:9]1)C1C=CC=CC=1.ClC(OC(Cl)C)=O.C(N(CC)C(C)C)(C)C, predict the reaction product. The product is: [Cl:25][C:22]1[CH:23]=[CH:24][C:19]([C@H:17]([NH:16][C:15]2[C:10]3[CH2:9][NH:8][CH2:27][CH2:26][C:11]=3[N:12]=[CH:13][N:14]=2)[CH3:18])=[CH:20][CH:21]=1. (10) Given the reactants [Cl:1][C:2]1[CH:3]=[C:4]([C@@H:9](O)[CH2:10][O:11][CH3:12])[CH:5]=[CH:6][C:7]=1[Cl:8].[C:14]1(=[O:24])[C:22]2[C:17](=[CH:18][CH:19]=[CH:20][CH:21]=2)[C:16](=[O:23])[NH:15]1.C1C=CC(P(C2C=CC=CC=2)C2C=CC=CC=2)=CC=1.CCOC(/N=N/C(OCC)=O)=O, predict the reaction product. The product is: [Cl:1][C:2]1[CH:3]=[C:4]([C@H:9]([N:15]2[C:16](=[O:23])[C:17]3[C:22](=[CH:21][CH:20]=[CH:19][CH:18]=3)[C:14]2=[O:24])[CH2:10][O:11][CH3:12])[CH:5]=[CH:6][C:7]=1[Cl:8].